Dataset: Catalyst prediction with 721,799 reactions and 888 catalyst types from USPTO. Task: Predict which catalyst facilitates the given reaction. (1) Reactant: Br[C:2]1[CH:3]=[C:4]([CH:22]=[CH:23][C:24]=1[O:25][CH2:26][CH3:27])[CH2:5][O:6][C:7]1[CH:21]=[CH:20][C:10]2[CH:11]=[C:12]([CH:14]([NH:16][C:17](=[O:19])[CH3:18])[CH3:15])[O:13][C:9]=2[CH:8]=1.[CH:28]1(B(O)O)[CH2:30][CH2:29]1.C(O[K])(C)(C)C.C1(P(C2CCCCC2)C2CCCCC2)CCCCC1.C(=O)([O-])O.[Na+]. Product: [CH:28]1([C:2]2[CH:3]=[C:4]([CH:22]=[CH:23][C:24]=2[O:25][CH2:26][CH3:27])[CH2:5][O:6][C:7]2[CH:21]=[CH:20][C:10]3[CH:11]=[C:12]([CH:14]([NH:16][C:17](=[O:19])[CH3:18])[CH3:15])[O:13][C:9]=3[CH:8]=2)[CH2:30][CH2:29]1. The catalyst class is: 164. (2) Reactant: O1CCOCC1.O.[C:8]1(=[O:14])[CH2:13][CH2:12][CH2:11][CH:10]=[CH:9]1.[C:15]1(B(O)O)[CH:20]=[CH:19][CH:18]=[CH:17][CH:16]=1. Product: [C:15]1([C@H:10]2[CH2:11][CH2:12][CH2:13][C:8](=[O:14])[CH2:9]2)[CH:20]=[CH:19][CH:18]=[CH:17][CH:16]=1. The catalyst class is: 13. (3) Reactant: [CH3:1][O:2][CH2:3][CH2:4][NH2:5].C(N(CC)CC)C.[CH2:13]([S:17](Cl)(=[O:19])=[O:18])[CH2:14][CH2:15][CH3:16]. Product: [CH2:13]([S:17]([NH:5][CH2:4][CH2:3][O:2][CH3:1])(=[O:19])=[O:18])[CH2:14][CH2:15][CH3:16]. The catalyst class is: 2. (4) Reactant: [OH:1][C:2]([C:4]([F:7])([F:6])[F:5])=[O:3].[O:8]=[S:9]1(=[O:62])[CH2:14][CH2:13][N:12]([CH2:15][CH2:16][NH:17][C@:18]23[CH2:53][CH2:52][C@@H:51]([NH:54][C:55]([N:57]4[CH2:61][CH2:60][CH2:59][CH2:58]4)=[O:56])[C@@H:19]2[C@@H:20]2[C@@:33]([CH3:36])([CH2:34][CH2:35]3)[C@@:32]3([CH3:37])[C@@H:23]([C@:24]4([CH3:50])[C@@H:29]([CH2:30][CH2:31]3)[C:28]([CH3:39])([CH3:38])[C:27]([C:40]3[CH:49]=[CH:48][C:43]([C:44]([O:46]C)=[O:45])=[CH:42][CH:41]=3)=[CH:26][CH2:25]4)[CH2:22][CH2:21]2)[CH2:11][CH2:10]1.O.[OH-].[Li+].O1CCCC1. Product: [O:62]=[S:9]1(=[O:8])[CH2:10][CH2:11][N:12]([CH2:15][CH2:16][NH:17][C@:18]23[CH2:53][CH2:52][C@@H:51]([NH:54][C:55]([N:57]4[CH2:58][CH2:59][CH2:60][CH2:61]4)=[O:56])[C@@H:19]2[C@@H:20]2[C@@:33]([CH3:36])([CH2:34][CH2:35]3)[C@@:32]3([CH3:37])[C@@H:23]([C@:24]4([CH3:50])[C@@H:29]([CH2:30][CH2:31]3)[C:28]([CH3:39])([CH3:38])[C:27]([C:40]3[CH:41]=[CH:42][C:43]([C:44]([OH:46])=[O:45])=[CH:48][CH:49]=3)=[CH:26][CH2:25]4)[CH2:22][CH2:21]2)[CH2:13][CH2:14]1.[C:2]([OH:3])([C:4]([F:7])([F:6])[F:5])=[O:1]. The catalyst class is: 5. (5) Reactant: C([O-])([O-])=O.[K+].[K+].[SH:7][C:8]1[N:22]=[CH:21][CH:20]=[CH:19][C:9]=1[C:10]([NH:12][CH2:13][C:14]1[S:15][CH:16]=[CH:17][CH:18]=1)=[O:11].Cl[CH2:24][CH2:25][S:26]([C:29]1[CH:34]=[CH:33][C:32]([F:35])=[CH:31][CH:30]=1)(=[O:28])=[O:27].C(Cl)Cl.CC(=O)OCC. Product: [F:35][C:32]1[CH:33]=[CH:34][C:29]([S:26]([CH2:25][CH2:24][S:7][C:8]2[N:22]=[CH:21][CH:20]=[CH:19][C:9]=2[C:10]([NH:12][CH2:13][C:14]2[S:15][CH:16]=[CH:17][CH:18]=2)=[O:11])(=[O:28])=[O:27])=[CH:30][CH:31]=1. The catalyst class is: 3. (6) Reactant: I[CH2:2][C@@H:3]([CH3:17])[CH2:4][N:5]1[C:10]2[CH:11]=[C:12]([CH3:15])[CH:13]=[CH:14][C:9]=2[O:8][CH2:7][C:6]1=[O:16].CCN(CC)CC.[CH2:25]([CH:29]1[CH2:35][CH:34]2[NH:36][CH:31]([CH2:32][CH2:33]2)[CH2:30]1)[CH2:26][CH2:27][CH3:28]. Product: [CH2:25]([CH:29]1[CH2:30][CH:31]2[N:36]([CH2:2][C@@H:3]([CH3:17])[CH2:4][N:5]3[C:10]4[CH:11]=[C:12]([CH3:15])[CH:13]=[CH:14][C:9]=4[O:8][CH2:7][C:6]3=[O:16])[CH:34]([CH2:33][CH2:32]2)[CH2:35]1)[CH2:26][CH2:27][CH3:28]. The catalyst class is: 812. (7) Reactant: C(O[C:6](=O)[N:7](C)[C:8]1[C:9]([C:14]2[CH:19]=[CH:18][CH:17]=[CH:16][C:15]=2[CH3:20])=[N:10][CH:11]=[N:12][CH:13]=1)(C)(C)C.Cl. Product: [CH3:6][NH:7][C:8]1[C:9]([C:14]2[CH:19]=[CH:18][CH:17]=[CH:16][C:15]=2[CH3:20])=[N:10][CH:11]=[N:12][CH:13]=1. The catalyst class is: 12.